The task is: Regression. Given two drug SMILES strings and cell line genomic features, predict the synergy score measuring deviation from expected non-interaction effect.. This data is from NCI-60 drug combinations with 297,098 pairs across 59 cell lines. (1) Drug 1: CCCCC(=O)OCC(=O)C1(CC(C2=C(C1)C(=C3C(=C2O)C(=O)C4=C(C3=O)C=CC=C4OC)O)OC5CC(C(C(O5)C)O)NC(=O)C(F)(F)F)O. Drug 2: C1CN(P(=O)(OC1)NCCCl)CCCl. Cell line: K-562. Synergy scores: CSS=33.6, Synergy_ZIP=2.51, Synergy_Bliss=3.01, Synergy_Loewe=-38.2, Synergy_HSA=-0.744. (2) Drug 1: CCCCC(=O)OCC(=O)C1(CC(C2=C(C1)C(=C3C(=C2O)C(=O)C4=C(C3=O)C=CC=C4OC)O)OC5CC(C(C(O5)C)O)NC(=O)C(F)(F)F)O. Drug 2: CC(C)NC(=O)C1=CC=C(C=C1)CNNC.Cl. Cell line: HOP-92. Synergy scores: CSS=51.7, Synergy_ZIP=3.30, Synergy_Bliss=2.60, Synergy_Loewe=-10.4, Synergy_HSA=2.82. (3) Drug 1: CC(CN1CC(=O)NC(=O)C1)N2CC(=O)NC(=O)C2. Drug 2: CCC1=C2CN3C(=CC4=C(C3=O)COC(=O)C4(CC)O)C2=NC5=C1C=C(C=C5)O. Cell line: SK-OV-3. Synergy scores: CSS=22.4, Synergy_ZIP=-3.77, Synergy_Bliss=0.621, Synergy_Loewe=-20.7, Synergy_HSA=2.05. (4) Drug 1: CC1=C2C(C(=O)C3(C(CC4C(C3C(C(C2(C)C)(CC1OC(=O)C(C(C5=CC=CC=C5)NC(=O)C6=CC=CC=C6)O)O)OC(=O)C7=CC=CC=C7)(CO4)OC(=O)C)O)C)OC(=O)C. Drug 2: C1CCC(C(C1)N)N.C(=O)(C(=O)[O-])[O-].[Pt+4]. Cell line: CCRF-CEM. Synergy scores: CSS=83.9, Synergy_ZIP=8.13, Synergy_Bliss=8.33, Synergy_Loewe=6.68, Synergy_HSA=9.92. (5) Drug 1: CC1CCC2CC(C(=CC=CC=CC(CC(C(=O)C(C(C(=CC(C(=O)CC(OC(=O)C3CCCCN3C(=O)C(=O)C1(O2)O)C(C)CC4CCC(C(C4)OC)OCCO)C)C)O)OC)C)C)C)OC. Drug 2: CCC1(CC2CC(C3=C(CCN(C2)C1)C4=CC=CC=C4N3)(C5=C(C=C6C(=C5)C78CCN9C7C(C=CC9)(C(C(C8N6C)(C(=O)OC)O)OC(=O)C)CC)OC)C(=O)OC)O.OS(=O)(=O)O. Cell line: U251. Synergy scores: CSS=-3.68, Synergy_ZIP=3.57, Synergy_Bliss=3.04, Synergy_Loewe=-0.419, Synergy_HSA=0.425. (6) Cell line: T-47D. Drug 1: CCN(CC)CCNC(=O)C1=C(NC(=C1C)C=C2C3=C(C=CC(=C3)F)NC2=O)C. Drug 2: CCC1(C2=C(COC1=O)C(=O)N3CC4=CC5=C(C=CC(=C5CN(C)C)O)N=C4C3=C2)O. Synergy scores: CSS=31.3, Synergy_ZIP=-3.24, Synergy_Bliss=-4.55, Synergy_Loewe=-18.4, Synergy_HSA=-5.83. (7) Drug 1: C1CCN(CC1)CCOC2=CC=C(C=C2)C(=O)C3=C(SC4=C3C=CC(=C4)O)C5=CC=C(C=C5)O. Drug 2: C1=CC(=CC=C1CCC2=CNC3=C2C(=O)NC(=N3)N)C(=O)NC(CCC(=O)O)C(=O)O. Cell line: K-562. Synergy scores: CSS=28.6, Synergy_ZIP=-1.12, Synergy_Bliss=-5.01, Synergy_Loewe=-23.1, Synergy_HSA=-5.33.